This data is from Full USPTO retrosynthesis dataset with 1.9M reactions from patents (1976-2016). The task is: Predict the reactants needed to synthesize the given product. (1) Given the product [CH:2]([C:4]1[CH:9]=[CH:8][CH:7]=[CH:6][CH:5]=1)([CH3:3])[CH3:1].[CH2:1]=[CH:2][CH3:3], predict the reactants needed to synthesize it. The reactants are: [CH2:1]=[CH:2][CH3:3].[CH:4]1[CH:9]=[CH:8][CH:7]=[CH:6][CH:5]=1. (2) Given the product [Cl:20][C:17]1[CH:18]=[CH:19][C:14]([CH:11]2[CH2:12][CH2:13][NH:8][CH2:9][CH2:10]2)=[CH:15][C:16]=1[C:21]([F:24])([F:22])[F:23].[ClH:25], predict the reactants needed to synthesize it. The reactants are: C([N:8]1[CH2:13][CH2:12][CH:11]([C:14]2[CH:19]=[CH:18][C:17]([Cl:20])=[C:16]([C:21]([F:24])([F:23])[F:22])[CH:15]=2)[CH2:10][CH2:9]1)C1C=CC=CC=1.[Cl:25]C(OC(Cl)C)=O. (3) Given the product [Cl:21][CH2:22][C:23]1[CH:31]=[CH:30][C:26]([C:27]2[O:16][N:15]=[C:13]([CH2:12][CH:9]3[CH2:10][CH2:11][N:6]([CH:3]([CH2:4][CH3:5])[CH2:1][CH3:2])[CH2:7][CH2:8]3)[N:14]=2)=[CH:25][CH:24]=1, predict the reactants needed to synthesize it. The reactants are: [CH2:1]([CH:3]([N:6]1[CH2:11][CH2:10][CH:9]([CH2:12][C:13]([NH:15][OH:16])=[NH:14])[CH2:8][CH2:7]1)[CH2:4][CH3:5])[CH3:2].C(O)(=O)C.[Cl:21][CH2:22][C:23]1[CH:31]=[CH:30][C:26]([C:27](Cl)=O)=[CH:25][CH:24]=1.N1CCCCC1. (4) Given the product [C:1]([O:5][C:6]([N:8]1[C:17]2[C:12](=[CH:13][CH:14]=[CH:15][CH:16]=2)[CH:11]([CH3:18])[CH2:10][CH2:9]1)=[O:7])([CH3:4])([CH3:2])[CH3:3], predict the reactants needed to synthesize it. The reactants are: [C:1]([O:5][C:6]([N:8]1[C:17]2[C:12](=[CH:13][CH:14]=[CH:15][CH:16]=2)[C:11](O)([CH3:18])[CH2:10][CH2:9]1)=[O:7])([CH3:4])([CH3:3])[CH3:2].OS(O)(=O)=O. (5) Given the product [N:21]1[CH:22]=[CH:23][CH:24]=[N:25][C:20]=1[NH:19][CH2:18][CH2:17][CH2:16][O:15][C:10]1[CH:11]=[C:12]2[C:7](=[CH:8][CH:9]=1)[CH2:6][CH:5]([CH2:4][C:3]([OH:26])=[O:2])[CH2:14][CH2:13]2, predict the reactants needed to synthesize it. The reactants are: C[O:2][C:3](=[O:26])[CH2:4][CH:5]1[CH2:14][CH2:13][C:12]2[C:7](=[CH:8][CH:9]=[C:10]([O:15][CH2:16][CH2:17][CH2:18][NH:19][C:20]3[N:25]=[CH:24][CH:23]=[CH:22][N:21]=3)[CH:11]=2)[CH2:6]1.O[Li].O.